This data is from Merck oncology drug combination screen with 23,052 pairs across 39 cell lines. The task is: Regression. Given two drug SMILES strings and cell line genomic features, predict the synergy score measuring deviation from expected non-interaction effect. (1) Drug 1: CC1CC2C3CCC4=CC(=O)C=CC4(C)C3(F)C(O)CC2(C)C1(O)C(=O)CO. Drug 2: NC1(c2ccc(-c3nc4ccn5c(=O)[nH]nc5c4cc3-c3ccccc3)cc2)CCC1. Cell line: UWB1289. Synergy scores: synergy=8.40. (2) Drug 1: CCC1=CC2CN(C1)Cc1c([nH]c3ccccc13)C(C(=O)OC)(c1cc3c(cc1OC)N(C)C1C(O)(C(=O)OC)C(OC(C)=O)C4(CC)C=CCN5CCC31C54)C2. Drug 2: Cn1nnc2c(C(N)=O)ncn2c1=O. Cell line: NCIH1650. Synergy scores: synergy=-21.3.